Dataset: Forward reaction prediction with 1.9M reactions from USPTO patents (1976-2016). Task: Predict the product of the given reaction. Given the reactants [N:1]1[CH:6]=[CH:5][CH:4]=[CH:3][C:2]=1[S:7][S:8][CH2:9][CH2:10][CH2:11][NH2:12].CCN(CC)CC.[Cl:20][CH2:21][P:22](Cl)([CH2:24][Cl:25])=[O:23], predict the reaction product. The product is: [Cl:20][CH2:21][P:22]([CH2:24][Cl:25])(=[O:23])[NH:12][CH2:11][CH2:10][CH2:9][S:8][S:7][C:2]1[CH:3]=[CH:4][CH:5]=[CH:6][N:1]=1.